From a dataset of Full USPTO retrosynthesis dataset with 1.9M reactions from patents (1976-2016). Predict the reactants needed to synthesize the given product. (1) Given the product [Cl:1][C:2]1[N:10]=[C:9]([Cl:11])[C:8]([F:12])=[CH:7][C:3]=1[C:4]([NH2:18])=[O:5], predict the reactants needed to synthesize it. The reactants are: [Cl:1][C:2]1[N:10]=[C:9]([Cl:11])[C:8]([F:12])=[CH:7][C:3]=1[C:4](O)=[O:5].S(Cl)(Cl)=O.C[N:18](C)C=O. (2) Given the product [Br:11][CH2:1][C:2]1[CH:7]=[CH:6][C:5]([C:8](=[O:9])[CH3:10])=[CH:4][CH:3]=1, predict the reactants needed to synthesize it. The reactants are: [CH3:1][C:2]1[CH:7]=[CH:6][C:5]([C:8]([CH3:10])=[O:9])=[CH:4][CH:3]=1.[Br:11]N1C(=O)CCC1=O.N(C(C)(C)C#N)=NC(C)(C)C#N. (3) Given the product [Cl:11][CH2:10][C@H:12]([OH:14])[CH2:13][NH:5][C:4]1[CH:6]=[CH:7][C:8]([F:9])=[C:2]([F:1])[CH:3]=1, predict the reactants needed to synthesize it. The reactants are: [F:1][C:2]1[CH:3]=[C:4]([CH:6]=[CH:7][C:8]=1[F:9])[NH2:5].[CH2:10]([C@@H:12]1[O:14][CH2:13]1)[Cl:11]. (4) Given the product [CH2:20]([O:22][CH2:23][C:24]1[N:12]([CH2:13][CH2:14][C:15]([O:17][CH2:18][CH3:19])=[O:16])[C:11]2[C:10]3[CH:9]=[CH:8][CH:7]=[CH:6][C:5]=3[N:4]=[CH:3][C:2]=2[N:1]=1)[CH3:21], predict the reactants needed to synthesize it. The reactants are: [NH2:1][C:2]1[CH:3]=[N:4][C:5]2[C:10]([C:11]=1[NH:12][CH2:13][CH2:14][C:15]([O:17][CH2:18][CH3:19])=[O:16])=[CH:9][CH:8]=[CH:7][CH:6]=2.[CH2:20]([O:22][CH2:23][C:24](Cl)=O)[CH3:21].C(N(CC)CC)C.C(O)C. (5) Given the product [CH2:7]([N:6]1[C:2]([NH:1][CH:19]=[C:13]([C:12]([O:11][CH2:9][CH3:10])=[O:23])[C:14]([O:16][CH2:17][CH3:18])=[O:15])=[CH:3][CH:4]=[N:5]1)[CH3:8], predict the reactants needed to synthesize it. The reactants are: [NH2:1][C:2]1[N:6]([CH2:7][CH3:8])[N:5]=[CH:4][CH:3]=1.[CH2:9]([O:11][C:12](=[O:23])[C:13](=[CH:19]OCC)[C:14]([O:16][CH2:17][CH3:18])=[O:15])[CH3:10].O. (6) Given the product [C:1]1([C:7]2[N:8]=[C:9]3[CH2:14][CH2:13][CH:12]([C:15]([O:17][CH3:18])=[O:16])[CH2:11][N:10]3[CH:19]=2)[CH:2]=[CH:3][CH:4]=[CH:5][CH:6]=1, predict the reactants needed to synthesize it. The reactants are: [C:1]1([C:7]2[N:8]=[C:9]3[CH:14]=[CH:13][C:12]([C:15]([O:17][CH3:18])=[O:16])=[CH:11][N:10]3[CH:19]=2)[CH:6]=[CH:5][CH:4]=[CH:3][CH:2]=1.Cl.